Dataset: Forward reaction prediction with 1.9M reactions from USPTO patents (1976-2016). Task: Predict the product of the given reaction. (1) Given the reactants C(=O)([O-])[O-].[K+].[K+].Br[CH2:8][CH:9]1[CH2:14][CH2:13][O:12][CH2:11][CH2:10]1.[O:15]=[S:16]1(=[O:33])[CH2:21][CH2:20][N:19]2[CH:22]=[CH:23][CH:24]=[C:25]([C:26]3[CH:31]=[CH:30][C:29]([OH:32])=[CH:28][CH:27]=3)[C:18]2=[N:17]1.[OH-].[Na+], predict the reaction product. The product is: [O:12]1[CH2:13][CH2:14][CH:9]([CH2:8][O:32][C:29]2[CH:28]=[CH:27][C:26]([C:25]3[C:18]4=[N:17][S:16](=[O:33])(=[O:15])[CH2:21][CH2:20][N:19]4[CH:22]=[CH:23][CH:24]=3)=[CH:31][CH:30]=2)[CH2:10][CH2:11]1. (2) Given the reactants C1C(/C=C/C(C2C=CC(O)=CC=2O)=O)=CC=C(O)C=1.C1C([C@H]2OC3C=C(O)C=CC=3C(=O)C2)=CC=C(O)C=1.[CH:39]1[C:44]([C@H:45]2[O:55][C:54]3[CH:53]=[C:52]([OH:56])[CH:51]=[C:50]([OH:57])[C:49]=3[C:47](=[O:48])[CH2:46]2)=[CH:43][CH:42]=[C:41]([OH:58])[CH:40]=1.C1C(C2C(=O)C3C(O)=CC(O)=CC=3OC=2)=CC=C(O)C=1, predict the reaction product. The product is: [CH:39]1[C:44](/[CH:45]=[CH:46]/[C:47]([C:49]2[C:50]([OH:57])=[CH:51][C:52]([OH:56])=[CH:53][C:54]=2[OH:55])=[O:48])=[CH:43][CH:42]=[C:41]([OH:58])[CH:40]=1. (3) Given the reactants [C:1]1([N:7]2[CH2:12][CH2:11][CH:10]([CH2:13][OH:14])[CH2:9][CH2:8]2)[CH:6]=[CH:5][CH:4]=[CH:3][CH:2]=1.C1CCN2C(=NCCC2)CC1.C(N=S(Cl)C1C=CC=CC=1)(C)(C)C.O, predict the reaction product. The product is: [C:1]1([N:7]2[CH2:8][CH2:9][CH:10]([CH:13]=[O:14])[CH2:11][CH2:12]2)[CH:2]=[CH:3][CH:4]=[CH:5][CH:6]=1. (4) Given the reactants CS(O[CH2:6][C:7]#[C:8][C:9]1[CH:21]=[CH:20][C:12]2[N:13]([CH2:16][CH:17]3[CH2:19][CH2:18]3)[N:14]=[N:15][C:11]=2[C:10]=1[Cl:22])(=O)=O.[CH3:23][N:24]1[C:28](=[O:29])[CH2:27][NH:26][C:25]1=[O:30].C(=O)([O-])[O-].[K+].[K+], predict the reaction product. The product is: [Cl:22][C:10]1[C:11]2[N:15]=[N:14][N:13]([CH2:16][CH:17]3[CH2:19][CH2:18]3)[C:12]=2[CH:20]=[CH:21][C:9]=1[C:8]#[C:7][CH2:6][N:26]1[CH2:27][C:28](=[O:29])[N:24]([CH3:23])[C:25]1=[O:30]. (5) Given the reactants [CH:1]1([C:7](=[O:21])[CH2:8][CH:9]2[C:17]3[C:12](=[CH:13][CH:14]=[CH:15][CH:16]=3)[C:11]3=[CH:18][N:19]=[CH:20][N:10]23)[CH2:6][CH2:5][CH2:4][CH2:3][CH2:2]1.[BH4-].[Na+], predict the reaction product. The product is: [CH:1]1([CH:7]([OH:21])[CH2:8][CH:9]2[C:17]3[C:12](=[CH:13][CH:14]=[CH:15][CH:16]=3)[C:11]3=[CH:18][N:19]=[CH:20][N:10]23)[CH2:6][CH2:5][CH2:4][CH2:3][CH2:2]1.